This data is from Forward reaction prediction with 1.9M reactions from USPTO patents (1976-2016). The task is: Predict the product of the given reaction. (1) The product is: [CH3:1][N:2]1[C:11](=[O:12])[C:10]2[N:9]([CH2:13][C:14]3[CH:19]=[CH:18][CH:17]=[CH:16][CH:15]=3)[C:8]([N:20]3[CH2:25][CH2:24][CH2:23][CH:22]([NH2:26])[CH2:21]3)=[N:7][C:6]=2[NH:5][C:3]1=[O:4]. Given the reactants [CH3:1][N:2]1[C:11](=[O:12])[C:10]2[N:9]([CH2:13][C:14]3[CH:19]=[CH:18][CH:17]=[CH:16][CH:15]=3)[C:8]([N:20]3[CH2:25][CH2:24][CH2:23][CH:22]([NH2:26])[CH2:21]3)=[N:7][C:6]=2[N:5](COCC[Si](C)(C)C)[C:3]1=[O:4].FC(F)(F)C(O)=O, predict the reaction product. (2) The product is: [OH:22][CH2:21][CH:20]([NH:19][C:16]([C:9]1[C:10]2[CH2:11][C@H:12]3[CH2:15][C@H:13]3[C:14]=2[N:7]([C:2]2[CH:3]=[N:4][CH:5]=[CH:6][N:1]=2)[N:8]=1)=[O:18])[CH:23]1[CH2:28][CH2:27][O:26][CH2:25][CH2:24]1. Given the reactants [N:1]1[CH:6]=[CH:5][N:4]=[CH:3][C:2]=1[N:7]1[C:14]2[C@@H:13]3[CH2:15][C@@H:12]3[CH2:11][C:10]=2[C:9]([C:16]([OH:18])=O)=[N:8]1.[NH2:19][CH:20]([CH:23]1[CH2:28][CH2:27][O:26][CH2:25][CH2:24]1)[CH2:21][OH:22], predict the reaction product. (3) Given the reactants [CH2:1]([OH:8])[C:2]1[CH:7]=[CH:6][CH:5]=[CH:4][CH:3]=1.Cl[S:10]([N:13]=[C:14]=[O:15])(=[O:12])=[O:11].[CH:16]1([CH2:19][NH2:20])[CH2:18][CH2:17]1.Cl, predict the reaction product. The product is: [CH:16]1([CH2:19][NH:20][S:10]([NH:13][C:14](=[O:15])[O:8][CH2:1][C:2]2[CH:7]=[CH:6][CH:5]=[CH:4][CH:3]=2)(=[O:12])=[O:11])[CH2:18][CH2:17]1. (4) Given the reactants [Cl:1][C:2]1[CH:3]=[C:4]([CH2:12][OH:13])[CH:5]=[C:6]([C:8]([F:11])([F:10])[F:9])[CH:7]=1.O=[Si]=O.[Cr](Cl)([O-])(=O)=O.[NH+]1C=CC=CC=1, predict the reaction product. The product is: [Cl:1][C:2]1[CH:3]=[C:4]([CH:5]=[C:6]([C:8]([F:9])([F:10])[F:11])[CH:7]=1)[CH:12]=[O:13]. (5) Given the reactants Cl[C:2]1[C:11]2[C:6](=[CH:7][C:8]([N:12]([CH3:14])[CH3:13])=[CH:9][CH:10]=2)[C:5]([O:15][CH3:16])=[CH:4][N:3]=1.[F-:17].C[N+](C)(C)C, predict the reaction product. The product is: [F:17][C:2]1[C:11]2[C:6](=[CH:7][C:8]([N:12]([CH3:14])[CH3:13])=[CH:9][CH:10]=2)[C:5]([O:15][CH3:16])=[CH:4][N:3]=1.